The task is: Regression/Classification. Given an antibody's heavy chain and light chain sequences, predict its developability. TAP uses regression for 5 developability metrics; SAbDab uses binary classification.. This data is from Antibody developability classification from SAbDab with 2,409 antibodies. (1) The antibody is ['EVQLVQSGGGLVQPGRSLRLSCTASGFTFGDYAMSWVRQAPGKGLEWVGFIRSKAYGGTTEYAASVKGRFTISRDDSKSIAYLQMNSLKTEDTAVYYCTRGGTLFDYWGQGTLVTVSS', 'DVVMTQSPLSLPVTPGEPASISCRSSQSLLHSNGYNYLDWYLQKPGQSPQLLIYLGSNRASGVPDRFSGSGSGTDFTLKISRVEAEDVGVYYCMQSLQTPRLTFGPGTKVDIK']. Result: 0 (not developable). (2) The antibody is ['EVQLQQSGADLVRPGASVKLSCTASGFDIKDDYVHWVKQRPEQGLEWIGRIDPANGATKYAPKFQDKATLTADTSSNTAYLQLSSLTSEDTAVYYCGRSKYFDSWGQGTTLTVSS', 'DIVMTQSQKLMSTSVGDRVSITCKASQIVDTAVAWYQQKPGQSPKPLIYLASNRHTGVPDRFTGSGSGTDFTLTINNVQSDDLADYFCLQHWNYPLTFGAGTKLELK']. Result: 1 (developable). (3) The antibody is ['QVQLQESGGGLVQPGGSMKLSCVASGFTFSNYWMNWVRQSPEKGLEWVAEIRLKSNNYATHYAESVKGRFTISRDDSKSSVYLQMNNLRAEDTGIYYCTGVGQFAYWGQGTTVTVSS', 'DIVVTQESALTTSPGETVTLTCRSSTGAVTTSNYANWVQEKPDHLFTGLIGGTNNRAPGVPARFSGSLIGDKAALTITGAQTEDEAIYFCALWYSNHWVFGGGTKLTVL']. Result: 0 (not developable). (4) The antibody is ['DVQLLESGPGLVAPSQSLSITCTVSGFSLTNYGVDWVRQPPGKGLEWVGVIWSGGSTNYNSALMSRLSISKDNSKSQVFLKMNSLQTDDTAVYYCAKHWGGYYIPYGMDHWGQGTTVTVSS', 'ELVMTQTPLSLPVSLGDQASISCRSSQSIVHSNGNTYLQWYLQKPGQSPKLLIYKVSNRFSGVPDRFSGSGSGTDFTLKINRVEAEDLGVYYCFQGSHLPPTFGGGTKLEIK']. Result: 0 (not developable).